This data is from Catalyst prediction with 721,799 reactions and 888 catalyst types from USPTO. The task is: Predict which catalyst facilitates the given reaction. (1) Reactant: [CH2:1]([O:8][C:9]([N:11]1[CH2:15][CH2:14][CH:13]([C:16]([OH:18])=O)[CH2:12]1)=[O:10])[C:2]1[CH:7]=[CH:6][CH:5]=[CH:4][CH:3]=1.[CH2:19]([NH:21][CH2:22][CH3:23])[CH3:20].C(Cl)CCl.C1C=CC2N(O)N=NC=2C=1. Product: [CH2:19]([N:21]([CH2:22][CH3:23])[C:16]([CH:13]1[CH2:14][CH2:15][N:11]([C:9]([O:8][CH2:1][C:2]2[CH:3]=[CH:4][CH:5]=[CH:6][CH:7]=2)=[O:10])[CH2:12]1)=[O:18])[CH3:20]. The catalyst class is: 39. (2) Reactant: C(O[C:9](=O)[N:10](C)[CH:11]([C:13](=[O:36])[NH:14][CH:15]([C:19]([N:21]1[CH2:25][CH2:24][CH:23]2[NH:26][CH2:27][CH:28]([O:29][C:30]3[CH:35]=[CH:34][CH:33]=[CH:32][CH:31]=3)[CH:22]12)=[O:20])[CH:16]([CH3:18])[CH3:17])[CH3:12])C1C=CC=CC=1.CCN(C(C)C)C(C)C.[CH3:48][S:49](Cl)(=[O:51])=[O:50]. Product: [CH3:48][S:49]([N:26]1[CH:23]2[CH:22]([N:21]([C:19]([CH:15]([NH:14][C:13](=[O:36])[CH:11]([NH:10][CH3:9])[CH3:12])[CH:16]([CH3:18])[CH3:17])=[O:20])[CH2:25][CH2:24]2)[CH:28]([O:29][C:30]2[CH:35]=[CH:34][CH:33]=[CH:32][CH:31]=2)[CH2:27]1)(=[O:51])=[O:50]. The catalyst class is: 64.